This data is from Full USPTO retrosynthesis dataset with 1.9M reactions from patents (1976-2016). The task is: Predict the reactants needed to synthesize the given product. (1) The reactants are: [C:1]([NH:4][C@@H:5]([C@H:14]([C@@H:16]([C@@H:18]([CH2:20][N:21]=[N+]=[N-])[OH:19])[OH:17])[OH:15])[C@@H:6]([OH:13])[CH2:7][C:8](=[O:12])[C:9]([OH:11])=[O:10])(=[O:3])[CH3:2].CC(O)=O.[H][H]. Given the product [C:1]([NH:4][C@@H:5]([C@H:14]([C@@H:16]([C@@H:18]([CH2:20][NH2:21])[OH:19])[OH:17])[OH:15])[C@@H:6]([OH:13])[CH2:7][C:8](=[O:12])[C:9]([OH:11])=[O:10])(=[O:3])[CH3:2], predict the reactants needed to synthesize it. (2) Given the product [OH:45][C@H:44]([CH2:43][OH:42])[CH2:46][CH2:47][NH:48][C:36]([CH:16]1[CH:15]([C:11]2[CH:12]=[CH:13][CH:14]=[C:9]([Cl:8])[C:10]=2[F:39])[C:19]([C:22]2[CH:27]=[CH:26][C:25]([Cl:28])=[CH:24][C:23]=2[O:29][CH3:30])([C:20]#[N:21])[CH:18]([CH2:31][C:32]([CH3:34])([CH3:33])[CH3:35])[NH:17]1)=[O:38], predict the reactants needed to synthesize it. The reactants are: FC(F)(F)C(O)=O.[Cl:8][C:9]1[C:10]([F:39])=[C:11]([CH:15]2[C:19]([C:22]3[CH:27]=[CH:26][C:25]([Cl:28])=[CH:24][C:23]=3[O:29][CH3:30])([C:20]#[N:21])[CH:18]([CH2:31][C:32]([CH3:35])([CH3:34])[CH3:33])[NH:17][CH:16]2[C:36]([OH:38])=O)[CH:12]=[CH:13][CH:14]=1.CC1(C)[O:45][C@@H:44]([CH2:46][CH2:47][NH2:48])[CH2:43][O:42]1.CN(C(ON1N=NC2C=CC=NC1=2)=[N+](C)C)C.F[P-](F)(F)(F)(F)F.CCN(C(C)C)C(C)C.Cl. (3) The reactants are: [NH:1]([C:8]1[N:9]([C:21]2[CH:26]=[CH:25][CH:24]=[CH:23][CH:22]=2)[C:10]2[C:15]([C:16](=[O:18])[CH:17]=1)=[CH:14][C:13](Br)=[C:12]([CH3:20])[N:11]=2)[C:2]1[CH:7]=[CH:6][CH:5]=[CH:4][CH:3]=1.[Li][CH2:28]CCC.CI. Given the product [NH:1]([C:8]1[N:9]([C:21]2[CH:26]=[CH:25][CH:24]=[CH:23][CH:22]=2)[C:10]2[C:15]([C:16](=[O:18])[CH:17]=1)=[CH:14][C:13]([CH3:28])=[C:12]([CH3:20])[N:11]=2)[C:2]1[CH:7]=[CH:6][CH:5]=[CH:4][CH:3]=1, predict the reactants needed to synthesize it. (4) Given the product [F:34][C:2]1([F:1])[O:6][C:5]2[CH:7]=[CH:8][C:9]([C:11]3([C:14]([NH:16][C:17]4[N:22]=[C:21]([C:23]5[CH:24]=[N:25][C:26]([OH:30])=[CH:27][C:28]=5[CH3:29])[C:20]([CH3:32])=[C:19]([CH3:33])[CH:18]=4)=[O:15])[CH2:13][CH2:12]3)=[CH:10][C:4]=2[O:3]1, predict the reactants needed to synthesize it. The reactants are: [F:1][C:2]1([F:34])[O:6][C:5]2[CH:7]=[CH:8][C:9]([C:11]3([C:14]([NH:16][C:17]4[N:22]=[C:21]([C:23]5[CH:24]=[N:25][C:26]([O:30]C)=[CH:27][C:28]=5[CH3:29])[C:20]([CH3:32])=[C:19]([CH3:33])[CH:18]=4)=[O:15])[CH2:13][CH2:12]3)=[CH:10][C:4]=2[O:3]1.[Si](I)(C)(C)C.CO. (5) The reactants are: [NH:1]1[CH:5]=[C:4]([CH2:6][C:7]2[CH:12]=[CH:11][N:10]=[CH:9][CH:8]=2)[N:3]=[CH:2]1.[C:13]([OH:18])(=[O:17])[C:14]([OH:16])=[O:15]. Given the product [C:13]([OH:18])(=[O:17])[C:14]([OH:16])=[O:15].[C:13]([OH:18])(=[O:17])[C:14]([OH:16])=[O:15].[NH:1]1[CH:5]=[C:4]([CH2:6][C:7]2[CH:12]=[CH:11][N:10]=[CH:9][CH:8]=2)[N:3]=[CH:2]1, predict the reactants needed to synthesize it.